This data is from Forward reaction prediction with 1.9M reactions from USPTO patents (1976-2016). The task is: Predict the product of the given reaction. (1) Given the reactants [OH:1][C:2]1[CH:3]=[C:4]([CH:7]=[CH:8][C:9]=1[O:10][CH3:11])[CH:5]=[O:6].C([O-])([O-])=O.[K+].[K+].Br[CH2:19][CH2:20][F:21], predict the reaction product. The product is: [F:21][CH2:20][CH2:19][O:1][C:2]1[CH:3]=[C:4]([CH:7]=[CH:8][C:9]=1[O:10][CH3:11])[CH:5]=[O:6]. (2) Given the reactants [Cl:1][C:2]1[CH:18]=[CH:17][C:5]([CH2:6][C:7]2(C#N)[C:11](=[O:12])[C:10]([CH3:14])([CH3:13])[CH2:9][CH2:8]2)=[CH:4][CH:3]=1.S(=O)(=O)(O)O, predict the reaction product. The product is: [Cl:1][C:2]1[CH:3]=[CH:4][C:5]([CH2:6][CH:7]2[C:11](=[O:12])[C:10]([CH3:14])([CH3:13])[CH2:9][CH2:8]2)=[CH:17][CH:18]=1. (3) Given the reactants [C:9](O[C:9]([O:11][C:12]([CH3:15])([CH3:14])[CH3:13])=[O:10])([O:11][C:12]([CH3:15])([CH3:14])[CH3:13])=[O:10].[OH-].[Na+].[NH2:18][C:19]1([C:24]([OH:26])=[O:25])[CH2:23][CH2:22][CH2:21][CH2:20]1.Cl, predict the reaction product. The product is: [C:12]([O:11][C:9]([NH:18][C:19]1([C:24]([OH:26])=[O:25])[CH2:23][CH2:22][CH2:21][CH2:20]1)=[O:10])([CH3:13])([CH3:14])[CH3:15]. (4) Given the reactants [Li]C.C(OCC)C.OS([O-])(=O)=O.[K+].[CH3:14][O:15][C:16]1[CH:17]=[C:18]2[C:22](=[CH:23][CH:24]=1)[NH:21][CH:20]=[C:19]2/[C:25](/[C:33]#C)=[CH:26]/[C:27]1[CH:28]=[N:29][CH:30]=[CH:31][CH:32]=1, predict the reaction product. The product is: [CH3:14][O:15][C:16]1[CH:17]=[C:18]2[C:22](=[CH:23][CH:24]=1)[NH:21][CH:20]=[C:19]2[C:25]([CH3:33])=[CH:26][C:27]1[CH:28]=[N:29][CH:30]=[CH:31][CH:32]=1. (5) Given the reactants [Cl:1][C:2]1[CH:3]=[C:4]([C:18]([O:20]C)=[O:19])[C:5]2[N:6]([CH:8]=[C:9]([C:11]3[CH:16]=[CH:15][CH:14]=[C:13]([F:17])[CH:12]=3)[N:10]=2)[N:7]=1.[OH-].[Na+], predict the reaction product. The product is: [Cl:1][C:2]1[CH:3]=[C:4]([C:18]([OH:20])=[O:19])[C:5]2[N:6]([CH:8]=[C:9]([C:11]3[CH:16]=[CH:15][CH:14]=[C:13]([F:17])[CH:12]=3)[N:10]=2)[N:7]=1. (6) Given the reactants [H-].[Na+].[OH:3][C@@H:4]1[CH2:9][CH2:8][CH2:7][N:6](C(OC(C)(C)C)=O)[CH2:5]1.[CH2:17](Br)[CH:18]=[CH2:19].[ClH:21].O1CCOCC1, predict the reaction product. The product is: [ClH:21].[CH2:19]([O:3][C@@H:4]1[CH2:9][CH2:8][CH2:7][NH:6][CH2:5]1)[CH:18]=[CH2:17].